Dataset: Reaction yield outcomes from USPTO patents with 853,638 reactions. Task: Predict the reaction yield, written as a fraction of the theoretical maximum amount of product (1.0 means a 100% yield; for example, 0.34 means a 34% yield). (1) The reactants are [F:1][C:2]1[C:3]([F:12])=[CH:4][C:5]2[S:9][C:8]([NH2:10])=[N:7][C:6]=2[CH:11]=1.[F:13][C:14]([F:29])([F:28])[C:15]1[CH:16]=[C:17]([CH:21]=[C:22]([C:24]([F:27])([F:26])[F:25])[CH:23]=1)[C:18](Cl)=[O:19].Br[CH:31]([CH2:36][CH3:37])[C:32]([O:34]C)=[O:33].COC1C=CC2N=C(N)SC=2C=1.ClC1C=C(C=CC=1)C(Cl)=O.BrCC(OCC)=O. No catalyst specified. The product is [F:13][C:14]([F:29])([F:28])[C:15]1[CH:16]=[C:17]([CH:21]=[C:22]([C:24]([F:27])([F:26])[F:25])[CH:23]=1)[C:18]([N:10]=[C:8]1[N:7]([CH:31]([CH2:36][CH3:37])[C:32]([OH:34])=[O:33])[C:6]2[CH:11]=[C:2]([F:1])[C:3]([F:12])=[CH:4][C:5]=2[S:9]1)=[O:19]. The yield is 0.360. (2) The reactants are Br[C:2]1[S:3][C:4]([C:7]([O:9][CH2:10][CH3:11])=[O:8])=[CH:5][N:6]=1.[Cl-].[F:13][C:14]([F:29])([F:28])[C:15]1[CH:16]=[C:17]([N:21]2[CH2:26][C@@H:25]3[CH2:27][C@H:22]2[CH2:23][NH2+:24]3)[CH:18]=[CH:19][CH:20]=1.C(N(CC)CC)C.C1COCC1. The catalyst is O1CCOCC1. The product is [F:29][C:14]([F:13])([F:28])[C:15]1[CH:16]=[C:17]([N:21]2[CH2:26][C@@H:25]3[CH2:27][C@H:22]2[CH2:23][N:24]3[C:2]2[S:3][C:4]([C:7]([O:9][CH2:10][CH3:11])=[O:8])=[CH:5][N:6]=2)[CH:18]=[CH:19][CH:20]=1. The yield is 0.950.